This data is from Catalyst prediction with 721,799 reactions and 888 catalyst types from USPTO. The task is: Predict which catalyst facilitates the given reaction. (1) Reactant: [CH3:1][O:2][C:3]1[CH:25]=[CH:24][C:6]([CH2:7][N:8]2[C:12]3[N:13]=[CH:14][C:15]4[CH2:16][CH:17]([C:21]([OH:23])=O)[CH2:18][CH2:19][C:20]=4[C:11]=3[CH:10]=[N:9]2)=[CH:5][CH:4]=1.C(N(C(C)C)CC)(C)C.[NH2:35][C:36]1[CH:41]=[CH:40][CH:39]=[CH:38][CH:37]=1.CN(C(ON1N=NC2C=CC=CC1=2)=[N+](C)C)C.F[P-](F)(F)(F)(F)F. Product: [CH3:1][O:2][C:3]1[CH:25]=[CH:24][C:6]([CH2:7][N:8]2[C:12]3[N:13]=[CH:14][C:15]4[CH2:16][CH:17]([C:21]([NH:35][C:36]5[CH:41]=[CH:40][CH:39]=[CH:38][CH:37]=5)=[O:23])[CH2:18][CH2:19][C:20]=4[C:11]=3[CH:10]=[N:9]2)=[CH:5][CH:4]=1. The catalyst class is: 42. (2) The catalyst class is: 12. Product: [Cl:15][C:4]1[CH:5]=[C:6]2[C:10](=[C:2]([B:19]3[O:20][C:21]([CH3:23])([CH3:22])[C:17]([CH3:33])([CH3:16])[O:18]3)[CH:3]=1)[N:9]([CH2:11][CH2:12][O:13][CH3:14])[N:8]=[CH:7]2. Reactant: Br[C:2]1[CH:3]=[C:4]([Cl:15])[CH:5]=[C:6]2[C:10]=1[N:9]([CH2:11][CH2:12][O:13][CH3:14])[N:8]=[CH:7]2.[CH3:16][C:17]1([CH3:33])[C:21]([CH3:23])([CH3:22])[O:20][B:19]([B:19]2[O:20][C:21]([CH3:23])([CH3:22])[C:17]([CH3:33])([CH3:16])[O:18]2)[O:18]1.CC([O-])=O.[K+]. (3) Reactant: P(Cl)(Cl)(Cl)=O.[C:6]([O:9][CH2:10][C:11]([CH3:50])([CH3:49])[CH2:12][N:13]1[C:19]2[CH:20]=[CH:21][C:22]([Cl:24])=[CH:23][C:18]=2[C@@H:17]([C:25]2[CH:30]=[CH:29][CH:28]=[C:27]([O:31][CH3:32])[C:26]=2[O:33][CH3:34])[O:16][C@H:15]([CH2:35][C:36]([NH:38][CH2:39][C:40](=[O:47])[CH2:41][C:42]([O:44][CH2:45][CH3:46])=[O:43])=O)[C:14]1=[O:48])(=[O:8])[CH3:7].C(=O)([O-])O.[Na+]. Product: [C:6]([O:9][CH2:10][C:11]([CH3:49])([CH3:50])[CH2:12][N:13]1[C:19]2[CH:20]=[CH:21][C:22]([Cl:24])=[CH:23][C:18]=2[C@@H:17]([C:25]2[CH:30]=[CH:29][CH:28]=[C:27]([O:31][CH3:32])[C:26]=2[O:33][CH3:34])[O:16][C@H:15]([CH2:35][C:36]2[O:47][C:40]([CH2:41][C:42]([O:44][CH2:45][CH3:46])=[O:43])=[CH:39][N:38]=2)[C:14]1=[O:48])(=[O:8])[CH3:7]. The catalyst class is: 3. (4) Product: [CH3:19][C:13]1[CH:14]=[CH:15][C:16]([CH3:18])=[CH:17][C:12]=1[O:11][CH2:10][C:5]1[CH:6]=[CH:7][CH:8]=[CH:9][C:4]=1[CH:3]=[O:2]. The catalyst class is: 113. Reactant: C[O:2][CH:3](OC)[C:4]1[CH:9]=[CH:8][CH:7]=[CH:6][C:5]=1[CH2:10][O:11][C:12]1[CH:17]=[C:16]([CH3:18])[CH:15]=[CH:14][C:13]=1[CH3:19].S(=O)(=O)(O)O. (5) Reactant: Cl[C:2]1[CH:7]=[C:6]([C:8]2[CH:13]=[CH:12][C:11]([C:14]([F:17])([F:16])[F:15])=[CH:10][CH:9]=2)[N:5]=[CH:4][N:3]=1.[OH:18][C:19]1[CH:28]=[C:27]2[C:22]([CH:23]=[CH:24][CH:25]=[N:26]2)=[CH:21][CH:20]=1.[H-].[Na+]. Product: [F:15][C:14]([F:17])([F:16])[C:11]1[CH:12]=[CH:13][C:8]([C:6]2[N:5]=[CH:4][N:3]=[C:2]([O:18][C:19]3[CH:28]=[C:27]4[C:22]([CH:23]=[CH:24][CH:25]=[N:26]4)=[CH:21][CH:20]=3)[CH:7]=2)=[CH:9][CH:10]=1. The catalyst class is: 3. (6) The catalyst class is: 38. Reactant: C([O:3][C:4](=[O:20])[CH2:5][CH:6]([CH2:11][P:12]([O:17][CH2:18][CH3:19])([O:14][CH2:15][CH3:16])=[O:13])[CH2:7][CH:8]([CH3:10])[CH3:9])C.Cl. Product: [CH2:18]([O:17][P:12]([CH2:11][CH:6]([CH2:7][CH:8]([CH3:10])[CH3:9])[CH2:5][C:4]([OH:20])=[O:3])([O:14][CH2:15][CH3:16])=[O:13])[CH3:19]. (7) Reactant: [H-].[Na+].[CH3:3][NH:4][C:5](=[O:14])[O:6][CH2:7][C:8]1[CH:13]=[CH:12][CH:11]=[CH:10][CH:9]=1.CS(O[CH2:20][C@H:21]1[CH2:26][O:25][CH2:24][CH2:23][O:22]1)(=O)=O. Product: [CH2:7]([O:6][C:5](=[O:14])[N:4]([CH2:20][C@H:21]1[CH2:26][O:25][CH2:24][CH2:23][O:22]1)[CH3:3])[C:8]1[CH:13]=[CH:12][CH:11]=[CH:10][CH:9]=1. The catalyst class is: 483. (8) The catalyst class is: 6. Reactant: C1COCC1.C([Si]([O:13][C@@H:14]([CH2:25][CH3:26])[C@H:15]([C@@H:17]1[C@@H:19]([CH2:20][C@H:21]([CH3:24])[CH:22]=[CH2:23])[O:18]1)[CH3:16])(C)C)(C)(C)C.[F-].C([N+](CCCC)(CCCC)CCCC)CCC. Product: [CH3:24][C@H:21]([CH:22]=[CH2:23])[CH2:20][C@H:19]1[O:18][C@@H:17]1[C@@H:15]([C@@H:14]([OH:13])[CH2:25][CH3:26])[CH3:16].